Dataset: Full USPTO retrosynthesis dataset with 1.9M reactions from patents (1976-2016). Task: Predict the reactants needed to synthesize the given product. (1) Given the product [C:5]([C:22]([NH:7][C:8]1[CH:9]=[CH:10][C:11]([CH2:14][CH2:15][CH2:16][C:17]([NH:19][CH3:20])=[O:18])=[CH:12][CH:13]=1)([CH3:24])[CH3:21])#[N:6], predict the reactants needed to synthesize it. The reactants are: [Si]([C:5]#[N:6])(C)(C)C.[NH2:7][C:8]1[CH:13]=[CH:12][C:11]([CH2:14][CH2:15][CH2:16][C:17]([NH:19][CH3:20])=[O:18])=[CH:10][CH:9]=1.[CH3:21][C:22]([CH3:24])=O. (2) The reactants are: [CH2:1]([OH:8])[C:2]1[CH:7]=[CH:6][CH:5]=[CH:4][CH:3]=1.[CH3:9][CH2:10][C@@H:11]([O:13][C:14]([CH2:16][C:17]1[O:25][C:24]2[CH:23]=[CH:22][CH:21]=[CH:20][C:19]=2[C:18]=1[C:26]([C:28]1[CH:29]=[C:30]([I:43])[C:31]([O:35][CH2:36][CH2:37][N:38]([CH2:41][CH3:42])[CH2:39][CH3:40])=[C:32]([I:34])[CH:33]=1)=[O:27])=[O:15])[CH3:12].[CH:44]([OH:53])([C:50]([OH:52])=[O:51])[CH:45]([OH:49])[C:46]([OH:48])=[O:47].CC[C@@H](OC(CC1OC2C=CC=CC=2C=1C(C1C=C(I)C(OCCN(CC)CC)=C(I)C=1)=O)=O)C. Given the product [CH2:1]([OH:8])[C:2]1[CH:7]=[CH:6][CH:5]=[CH:4][CH:3]=1.[CH3:9][CH2:10][C@@H:11]([O:13][C:14]([CH2:16][C:17]1[O:25][C:24]2[CH:23]=[CH:22][CH:21]=[CH:20][C:19]=2[C:18]=1[C:26]([C:28]1[CH:29]=[C:30]([I:43])[C:31]([O:35][CH2:36][CH2:37][N:38]([CH2:39][CH3:40])[CH2:41][CH3:42])=[C:32]([I:34])[CH:33]=1)=[O:27])=[O:15])[CH3:12].[CH:44]([OH:53])([C:50]([OH:52])=[O:51])[CH:45]([OH:49])[C:46]([OH:48])=[O:47], predict the reactants needed to synthesize it. (3) Given the product [F:25][C:26]1[CH:27]=[CH:28][C:29]2[N:33]=[C:32]([CH:34]3[CH2:35][CH2:36][N:37]([CH2:20][C:19]4[CH:22]=[CH:23][C:16]([C:8]5[C:7]([C:1]6[CH:6]=[CH:5][CH:4]=[CH:3][CH:2]=6)=[CH:12][N:11]6[CH:13]=[CH:14][N:15]=[C:10]6[N:9]=5)=[CH:17][CH:18]=4)[CH2:38][CH2:39]3)[NH:31][C:30]=2[CH:40]=1, predict the reactants needed to synthesize it. The reactants are: [C:1]1([C:7]2[C:8]([C:16]3[CH:23]=[CH:22][C:19]([CH:20]=O)=[CH:18][CH:17]=3)=[N:9][C:10]3[N:11]([CH:13]=[CH:14][N:15]=3)[CH:12]=2)[CH:6]=[CH:5][CH:4]=[CH:3][CH:2]=1.Cl.[F:25][C:26]1[CH:27]=[CH:28][C:29]2[N:33]=[C:32]([CH:34]3[CH2:39][CH2:38][NH:37][CH2:36][CH2:35]3)[NH:31][C:30]=2[CH:40]=1. (4) Given the product [Br:1][C:2]1[CH:7]=[CH:6][CH:5]=[CH:4][C:3]=1[Si:20]([CH3:23])([CH3:22])[CH3:21], predict the reactants needed to synthesize it. The reactants are: [Br:1][C:2]1[CH:7]=[CH:6][CH:5]=[CH:4][C:3]=1Br.[Li]CCCC.FC(F)(F)S(O[Si:20]([CH3:23])([CH3:22])[CH3:21])(=O)=O. (5) The reactants are: CC(OC([NH:8][CH2:9][CH2:10][CH2:11][C:12](O)=[O:13])=O)(C)C.C(N1CCOCC1)C.C1C=CC2N(O)N=NC=2C=1.C(Cl)CCl.Cl.[CH3:38][CH:39]([O:41][C:42]1[CH:49]=[CH:48][C:47]([C:50]2[O:54][N:53]=[C:52]([C:55]3[CH:65]=[CH:64][C:58]4[CH2:59][CH2:60][NH:61][CH2:62][CH2:63][C:57]=4[CH:56]=3)[N:51]=2)=[CH:46][C:43]=1[C:44]#[N:45])[CH3:40].FC(F)(F)C(O)=O. Given the product [NH2:8][CH2:9][CH2:10][CH2:11][C:12]([N:61]1[CH2:60][CH2:59][C:58]2[CH:64]=[CH:65][C:55]([C:52]3[N:51]=[C:50]([C:47]4[CH:48]=[CH:49][C:42]([O:41][CH:39]([CH3:38])[CH3:40])=[C:43]([CH:46]=4)[C:44]#[N:45])[O:54][N:53]=3)=[CH:56][C:57]=2[CH2:63][CH2:62]1)=[O:13], predict the reactants needed to synthesize it. (6) The reactants are: [ClH:1].Cl.[Cl:3][C:4]1[CH:16]=[CH:15][C:7]([CH2:8][N:9]2[CH2:14][CH2:13][NH:12][CH2:11][CH2:10]2)=[CH:6][CH:5]=1.Br[CH:18]([CH3:27])[C:19]([C:21]1[CH:26]=[CH:25][CH:24]=[CH:23][CH:22]=1)=[O:20]. Given the product [ClH:3].[ClH:1].[Cl:3][C:4]1[CH:16]=[CH:15][C:7]([CH2:8][N:9]2[CH2:14][CH2:13][N:12]([CH:18]([C:19](=[O:20])[C:21]3[CH:26]=[CH:25][CH:24]=[CH:23][CH:22]=3)[CH3:27])[CH2:11][CH2:10]2)=[CH:6][CH:5]=1, predict the reactants needed to synthesize it. (7) Given the product [ClH:1].[Cl:33][C:6]1[CH:5]=[N:4][CH:3]=[C:2]([Cl:1])[C:7]=1[NH:8][C:9]([C:11]1[C:16]2[C:17]3[CH2:18][NH:19][CH2:20][CH2:21][C:22]=3[O:23][C:15]=2[C:14]([O:31][CH3:32])=[CH:13][CH:12]=1)=[O:10], predict the reactants needed to synthesize it. The reactants are: [Cl:1][C:2]1[CH:3]=[N:4][CH:5]=[C:6]([Cl:33])[C:7]=1[NH:8][C:9]([C:11]1[C:16]2[C:17]3[CH2:18][N:19](C(OC(C)(C)C)=O)[CH2:20][CH2:21][C:22]=3[O:23][C:15]=2[C:14]([O:31][CH3:32])=[CH:13][CH:12]=1)=[O:10].Cl.